From a dataset of Forward reaction prediction with 1.9M reactions from USPTO patents (1976-2016). Predict the product of the given reaction. (1) The product is: [F:22][C:23]1[CH:32]=[CH:31][C:26]([O:27][CH2:28][CH2:29][O:8][C:4]2[C:3]([C:9]3[CH:14]=[CH:13][C:12]([CH3:15])=[CH:11][CH:10]=3)=[C:2]([NH2:1])[N:6]([CH3:7])[N:5]=2)=[CH:25][CH:24]=1. Given the reactants [NH2:1][C:2]1[N:6]([CH3:7])[N:5]=[C:4]([OH:8])[C:3]=1[C:9]1[CH:14]=[CH:13][C:12]([CH3:15])=[CH:11][CH:10]=1.C(=O)([O-])[O-].[K+].[K+].[F:22][C:23]1[CH:32]=[CH:31][C:26]([O:27][CH2:28][CH2:29]Br)=[CH:25][CH:24]=1, predict the reaction product. (2) Given the reactants FC(F)(F)C(O)=O.[Br:8][C:9]1[CH:18]=[C:17]2[C:12]([CH:13]=[CH:14][C:15]([C@H:19]([NH:21][C:22]([C:24]3([CH3:35])[CH2:29][CH2:28][CH2:27][N:26]([C:30](=[O:34])[C@@H:31]([NH2:33])[CH3:32])[NH:25]3)=[O:23])[CH3:20])=[N:16]2)=[CH:11][CH:10]=1.[OH:36][C@@H:37]([CH:41]([CH3:43])[CH3:42])[C:38](O)=[O:39].C(N(CC)C(C)C)(C)C.F[P-](F)(F)(F)(F)F.N1(O[P+](N(C)C)(N(C)C)N(C)C)C2C=CC=CC=2N=N1, predict the reaction product. The product is: [Br:8][C:9]1[CH:18]=[C:17]2[C:12]([CH:13]=[CH:14][C:15]([C@H:19]([NH:21][C:22]([C:24]3([CH3:35])[CH2:29][CH2:28][CH2:27][N:26]([C:30](=[O:34])[C@@H:31]([NH:33][C:38](=[O:39])[C@@H:37]([OH:36])[CH:41]([CH3:43])[CH3:42])[CH3:32])[NH:25]3)=[O:23])[CH3:20])=[N:16]2)=[CH:11][CH:10]=1. (3) Given the reactants Cl.[Cl:2][C:3]1[C:12]2[C:7](=[CH:8][C:9]([O:15][C@H:16]3[CH2:21][CH2:20][CH2:19][N:18](C(OC(C)(C)C)=O)[CH2:17]3)=[C:10]([O:13][CH3:14])[CH:11]=2)[N:6]=[CH:5][N:4]=1.[Cl:29][C:30]1[C:31]([F:37])=[C:32]([CH:34]=[CH:35][CH:36]=1)[NH2:33], predict the reaction product. The product is: [ClH:2].[ClH:29].[Cl:29][C:30]1[C:31]([F:37])=[C:32]([NH:33][C:3]2[C:12]3[C:7](=[CH:8][C:9]([O:15][C@H:16]4[CH2:21][CH2:20][CH2:19][NH:18][CH2:17]4)=[C:10]([O:13][CH3:14])[CH:11]=3)[N:6]=[CH:5][N:4]=2)[CH:34]=[CH:35][CH:36]=1. (4) Given the reactants F[C:2](F)(F)[C:3]([O-])=O.[CH:8]1([NH2:14])[CH2:13][CH2:12][CH2:11][CH2:10][CH2:9]1.[S:15]1[CH:19]=[CH:18][N:17]=[C:16]1[N:20]1[CH:24]=[CH:23][CH:22]=[C:21]1[CH:25]=O, predict the reaction product. The product is: [S:15]1[CH:19]=[CH:18][N:17]=[C:16]1[N:20]1[CH:24]=[CH:23][CH:22]=[C:21]1[CH2:25][N:14]([CH2:25][C:21]1[N:20]([C:16]2[S:15][CH:2]=[CH:3][N:17]=2)[CH:24]=[CH:23][CH:22]=1)[CH:8]1[CH2:13][CH2:12][CH2:11][CH2:10][CH2:9]1. (5) Given the reactants Br[C:2]1[N:7]=[C:6]([NH:8][C:9]2[CH:14]=[CH:13][C:12]([CH:15]3[C:20](=[O:21])[NH:19][CH2:18][CH2:17][N:16]3[CH3:22])=[CH:11][CH:10]=2)[C:5](=[O:23])[N:4]([CH3:24])[CH:3]=1.[C:25]([C:29]1[S:36][C:35]2[C:34](=[O:37])[N:33]([C:38]3[CH:43]=[CH:42][CH:41]=[C:40](B4OC(C)(C)C(C)(C)O4)[C:39]=3[CH3:53])[CH2:32][C:31]=2[CH:30]=1)([CH3:28])([CH3:27])[CH3:26].C(=O)([O-])[O-].[Na+].[Na+], predict the reaction product. The product is: [C:25]([C:29]1[S:36][C:35]2[C:34](=[O:37])[N:33]([C:38]3[CH:43]=[CH:42][CH:41]=[C:40]([C:2]4[N:7]=[C:6]([NH:8][C:9]5[CH:14]=[CH:13][C:12]([CH:15]6[C:20](=[O:21])[NH:19][CH2:18][CH2:17][N:16]6[CH3:22])=[CH:11][CH:10]=5)[C:5](=[O:23])[N:4]([CH3:24])[CH:3]=4)[C:39]=3[CH3:53])[CH2:32][C:31]=2[CH:30]=1)([CH3:28])([CH3:26])[CH3:27].